The task is: Predict which catalyst facilitates the given reaction.. This data is from Catalyst prediction with 721,799 reactions and 888 catalyst types from USPTO. (1) Reactant: C1CCN2C(=NCCC2)CC1.[CH3:12][O:13][C:14](=[O:35])[C:15]1[CH:20]=[CH:19][C:18]([NH:21][C:22](=[O:32])[CH2:23][N:24]=[CH:25][CH2:26][C:27]([C:30]#[N:31])([CH3:29])[CH3:28])=[C:17]([O:33][CH3:34])[CH:16]=1.[Cl:36][C:37]1[C:38]([F:55])=[C:39]([CH:52]=[CH:53][CH:54]=1)/[CH:40]=[C:41]1/[C:42](=[O:51])[NH:43][C:44]2[C:49]/1=[CH:48][CH:47]=[C:46]([Cl:50])[CH:45]=2. Product: [Cl:50][C:46]1[CH:45]=[C:44]2[NH:43][C:42](=[O:51])[C@@:41]3([C@H:25]([CH2:26][C:27]([C:30]#[N:31])([CH3:29])[CH3:28])[NH:24][C@@H:23]([C:22]([NH:21][C:18]4[CH:19]=[CH:20][C:15]([C:14]([O:13][CH3:12])=[O:35])=[CH:16][C:17]=4[O:33][CH3:34])=[O:32])[C@@H:40]3[C:39]3[CH:52]=[CH:53][CH:54]=[C:37]([Cl:36])[C:38]=3[F:55])[C:49]2=[CH:48][CH:47]=1. The catalyst class is: 11. (2) Reactant: [NH2:1][C@H:2]([CH2:7][CH3:8])[C:3]([O:5][CH3:6])=[O:4].[C:9]1(=O)[CH2:13][CH2:12][CH2:11][CH2:10]1.C([O-])(=O)C.[Na+].C(O[BH-](OC(=O)C)OC(=O)C)(=O)C.[Na+].C(=O)(O)[O-].[Na+]. Product: [CH:9]1([NH:1][C@H:2]([CH2:7][CH3:8])[C:3]([O:5][CH3:6])=[O:4])[CH2:13][CH2:12][CH2:11][CH2:10]1. The catalyst class is: 4. (3) Reactant: C([O-])([O-])=O.[K+].[K+].C[NH:8][N:9]=[CH:10][C:11]([C:13]1[CH:18]=[CH:17][C:16]([F:19])=[CH:15][C:14]=1F)=[O:12]. Product: [F:19][C:16]1[CH:17]=[C:18]2[C:13]([C:11](=[O:12])[CH:10]=[N:9][NH:8]2)=[CH:14][CH:15]=1. The catalyst class is: 18. (4) Reactant: [Cl:1][C:2]1[N:7]=[C:6](Cl)[C:5]([C:9]([O:11][CH2:12][CH3:13])=[O:10])=[CH:4][N:3]=1.[F:14][C:15]1[CH:16]=[C:17]([NH2:26])[CH:18]=[CH:19][C:20]=1[N:21]1[CH:25]=[CH:24][N:23]=[CH:22]1.CCN(C(C)C)C(C)C.O. Product: [Cl:1][C:2]1[N:7]=[C:6]([NH:26][C:17]2[CH:18]=[CH:19][C:20]([N:21]3[CH:25]=[CH:24][N:23]=[CH:22]3)=[C:15]([F:14])[CH:16]=2)[C:5]([C:9]([O:11][CH2:12][CH3:13])=[O:10])=[CH:4][N:3]=1. The catalyst class is: 210.